The task is: Predict which catalyst facilitates the given reaction.. This data is from Catalyst prediction with 721,799 reactions and 888 catalyst types from USPTO. (1) Reactant: [C:1](/[N:3]=[C:4](\[O:14][C:15]1[CH:20]=[CH:19][CH:18]=[CH:17][CH:16]=1)/[NH:5][C:6]1[CH:11]=[CH:10][C:9]([F:12])=[C:8]([F:13])[CH:7]=1)#[N:2].Br[CH2:22][CH2:23][CH2:24][O:25][CH:26]1[CH2:31][CH2:30][CH2:29][CH2:28][O:27]1.C(=O)([O-])[O-].[K+].[N+3].C(=O)([O-])[O-].C(=O)([O-])[O-].[K+].[K+]. The catalyst class is: 18. Product: [C:1](/[N:3]=[C:4](\[O:14][C:15]1[CH:20]=[CH:19][CH:18]=[CH:17][CH:16]=1)/[N:5]([C:6]1[CH:11]=[CH:10][C:9]([F:12])=[C:8]([F:13])[CH:7]=1)[CH2:22][CH2:23][CH2:24][O:25][CH:26]1[CH2:31][CH2:30][CH2:29][CH2:28][O:27]1)#[N:2]. (2) Reactant: [C:1]([C:3]1([C:13]2[N:18]=[CH:17][C:16]([NH:19][C:20]([C:22]3[CH:23]=[N:24][N:25]([C:27]4[CH:32]=[CH:31][C:30]([CH:33]([CH3:35])[CH3:34])=[CH:29][CH:28]=4)[CH:26]=3)=[O:21])=[CH:15][CH:14]=2)[CH2:12][CH2:11][C:6]2(OCC[O:7]2)[CH2:5][CH2:4]1)#[N:2].O.Cl.C(=O)([O-])[O-].[K+].[K+]. Product: [C:1]([C:3]1([C:13]2[N:18]=[CH:17][C:16]([NH:19][C:20]([C:22]3[CH:23]=[N:24][N:25]([C:27]4[CH:28]=[CH:29][C:30]([CH:33]([CH3:35])[CH3:34])=[CH:31][CH:32]=4)[CH:26]=3)=[O:21])=[CH:15][CH:14]=2)[CH2:12][CH2:11][C:6](=[O:7])[CH2:5][CH2:4]1)#[N:2]. The catalyst class is: 15. (3) Reactant: [F:1][C:2]1[C:7]([F:8])=[CH:6][CH:5]=[CH:4][C:3]=1[C:9]1([OH:13])[CH2:12][NH:11][CH2:10]1.Br[CH:15]([CH3:17])[CH3:16].C(=O)([O-])[O-].[K+].[K+]. Product: [F:1][C:2]1[C:7]([F:8])=[CH:6][CH:5]=[CH:4][C:3]=1[C:9]1([OH:13])[CH2:12][N:11]([CH:15]([CH3:17])[CH3:16])[CH2:10]1. The catalyst class is: 10. (4) Reactant: [S:1]1[C:10]2[C:5](=[CH:6][N:7]=[C:8]([CH2:11][OH:12])[CH:9]=2)[O:4][CH2:3][CH2:2]1.[CH3:13][S:14](Cl)(=[O:16])=[O:15].C([O-])(O)=O.[Na+]. Product: [S:1]1[C:10]2[C:5](=[CH:6][N:7]=[C:8]([CH2:11][O:12][S:14]([CH3:13])(=[O:16])=[O:15])[CH:9]=2)[O:4][CH2:3][CH2:2]1. The catalyst class is: 2.